Task: Binary Classification. Given a drug SMILES string, predict its activity (active/inactive) in a high-throughput screening assay against a specified biological target.. Dataset: Cav3 T-type calcium channel HTS with 100,875 compounds (1) The molecule is S\1C(CC(=O)Nc2ccc(cc2)C)C(=O)N(C1=N\CC)CC. The result is 0 (inactive). (2) The molecule is s1c(/C=C(\c2[nH]c3c(n2)cccc3)C#N)ccc1C. The result is 0 (inactive). (3) The drug is S(=O)(=O)(N1CCOCC1)c1ccc(Sc2n3c(nn2)cccc3)nc1. The result is 0 (inactive). (4) The compound is FC(F)(F)C1n2[nH]c(cc2=NC(C1)C)C(O)=O. The result is 0 (inactive). (5) The molecule is S(c1nc(nc2c1cccc2)c1cccnc1)CCO. The result is 0 (inactive).